Dataset: Forward reaction prediction with 1.9M reactions from USPTO patents (1976-2016). Task: Predict the product of the given reaction. (1) Given the reactants [O:1]1CCCO[CH:2]1[C:7]1[CH:8]=[C:9]([NH:13][C:14]([C:16]2[CH:17]=[C:18]([C:23]3[CH:28]=[CH:27][CH:26]=[CH:25][CH:24]=3)[CH:19]=[CH:20][C:21]=2[F:22])=[NH:15])[CH:10]=[CH:11][CH:12]=1.Cl.C([O-])(O)=O.[Na+], predict the reaction product. The product is: [F:22][C:21]1[CH:20]=[CH:19][C:18]([C:23]2[CH:24]=[CH:25][CH:26]=[CH:27][CH:28]=2)=[CH:17][C:16]=1[C:14]([NH:13][C:9]1[CH:10]=[CH:11][CH:12]=[C:7]([CH:2]=[O:1])[CH:8]=1)=[NH:15]. (2) The product is: [Cl:25][C:21]1[C:4]([O:5][C:6]2[CH:7]=[CH:8][C:9]3[N:10]([CH:12]=[C:13]([NH:15][C:16]([CH:18]4[CH2:19][CH2:20]4)=[O:17])[N:14]=3)[N:11]=2)=[CH:3][C:2]([NH:1][C:31](=[O:32])[C:30]2[CH:34]=[CH:35][CH:36]=[C:28]([C:27]([F:26])([F:37])[F:38])[CH:29]=2)=[C:23]([F:24])[CH:22]=1. Given the reactants [NH2:1][C:2]1[CH:3]=[C:4]([C:21]([Cl:25])=[CH:22][C:23]=1[F:24])[O:5][C:6]1[CH:7]=[CH:8][C:9]2[N:10]([CH:12]=[C:13]([NH:15][C:16]([CH:18]3[CH2:20][CH2:19]3)=[O:17])[N:14]=2)[N:11]=1.[F:26][C:27]([F:38])([F:37])[C:28]1[CH:29]=[C:30]([CH:34]=[CH:35][CH:36]=1)[C:31](O)=[O:32].ON1C2C=CC=CC=2N=N1.Cl.C(N=C=NCCCN(C)C)C, predict the reaction product. (3) Given the reactants CC1(C)CC(CN)(C)CC(N)C1.[CH2:13]1[O:16][CH:14]1C.[OH:17][C:18]1[CH:23]=[CH:22][C:21]([C:24]([C:27]2[CH:32]=[CH:31][C:30]([OH:33])=[CH:29][CH:28]=2)([CH3:26])[CH3:25])=[CH:20][CH:19]=1.C(O)(=O)C1C=CC(C(O)=O)=CC=1.O=C=NC1CC(C)(C)CC(C)(CN=C=O)C1, predict the reaction product. The product is: [CH2:14]1[O:16][CH2:13]1.[OH:17][C:18]1[CH:19]=[CH:20][C:21]([C:24]([C:27]2[CH:28]=[CH:29][C:30]([OH:33])=[CH:31][CH:32]=2)([CH3:26])[CH3:25])=[CH:22][CH:23]=1. (4) Given the reactants [CH3:1][O:2][C:3]([CH:5]1[CH2:9][CH:8](I)[CH2:7][N:6]1[C:11]([O:13][C:14]([CH3:17])([CH3:16])[CH3:15])=[O:12])=[O:4].[N-:18]=[N+:19]=[N-:20].[Na+], predict the reaction product. The product is: [CH3:1][O:2][C:3]([CH:5]1[CH2:9][CH:8]([N:18]=[N+:19]=[N-:20])[CH2:7][N:6]1[C:11]([O:13][C:14]([CH3:17])([CH3:16])[CH3:15])=[O:12])=[O:4]. (5) Given the reactants [O:1]=[C:2]1[C:11]2[C:6](=[CH:7][C:8]([C:12]([OH:14])=O)=[CH:9][CH:10]=2)[NH:5][C:4](=[S:15])[N:3]1[CH2:16][C:17]1[CH:22]=[CH:21][CH:20]=[CH:19][N:18]=1.[Cl:23][C:24]1[CH:25]=[C:26]([CH:29]=[CH:30][CH:31]=1)[CH2:27][NH2:28].CCN(C(C)C)C(C)C.CN(C(ON1N=NC2C=CC=NC1=2)=[N+](C)C)C.F[P-](F)(F)(F)(F)F, predict the reaction product. The product is: [Cl:23][C:24]1[CH:25]=[C:26]([CH:29]=[CH:30][CH:31]=1)[CH2:27][NH:28][C:12]([C:8]1[CH:7]=[C:6]2[C:11]([C:2](=[O:1])[N:3]([CH2:16][C:17]3[CH:22]=[CH:21][CH:20]=[CH:19][N:18]=3)[C:4](=[S:15])[NH:5]2)=[CH:10][CH:9]=1)=[O:14].